From a dataset of Reaction yield outcomes from USPTO patents with 853,638 reactions. Predict the reaction yield, written as a fraction of the theoretical maximum amount of product (1.0 means a 100% yield; for example, 0.34 means a 34% yield). (1) The product is [Br:22][CH2:14][C:7]1[CH:6]=[C:5]([C:1]([CH3:4])([CH3:3])[CH3:2])[S:9][C:8]=1[C:10]([O:12][CH3:13])=[O:11]. The yield is 0.870. The reactants are [C:1]([C:5]1[S:9][C:8]([C:10]([O:12][CH3:13])=[O:11])=[C:7]([CH3:14])[CH:6]=1)([CH3:4])([CH3:3])[CH3:2].C1C(=O)N([Br:22])C(=O)C1.CC(N=NC(C#N)(C)C)(C#N)C. The catalyst is C(Cl)(Cl)(Cl)Cl. (2) The reactants are C([O:3][C:4]([CH:6]1[CH2:11][CH2:10][N:9]([C:12]([C:14]2([CH3:17])[CH2:16][CH2:15]2)=[O:13])[CH2:8][CH2:7]1)=[O:5])C.C1COCC1.CCO.O[Li].O. The catalyst is O. The product is [CH3:17][C:14]1([C:12]([N:9]2[CH2:8][CH2:7][CH:6]([C:4]([OH:5])=[O:3])[CH2:11][CH2:10]2)=[O:13])[CH2:15][CH2:16]1. The yield is 0.860. (3) The reactants are [Cl:1][C:2]1[CH:7]=[C:6]([I:8])[CH:5]=[CH:4][C:3]=1[NH:9][C:10]1[N:15]([CH3:16])[C:14](=[O:17])[N:13]([CH3:18])[C:12](=[O:19])[C:11]=1[C:20](OC1C=CC=CC=1)=[O:21].[CH3:29][C:30]1([CH3:38])[O:34][C@@H:33]([CH2:35][O:36][NH2:37])[CH2:32][O:31]1. The catalyst is C1COCC1. The product is [Cl:1][C:2]1[CH:7]=[C:6]([I:8])[CH:5]=[CH:4][C:3]=1[NH:9][C:10]1[N:15]([CH3:16])[C:14](=[O:17])[N:13]([CH3:18])[C:12](=[O:19])[C:11]=1[C:20]([NH:37][O:36][CH2:35][C@H:33]1[CH2:32][O:31][C:30]([CH3:38])([CH3:29])[O:34]1)=[O:21]. The yield is 0.420. (4) The reactants are [C:1]([C:4]1[CH:5]=[CH:6][C:7]([O:13][CH2:14][C:15]2[CH:20]=[CH:19][CH:18]=[CH:17][CH:16]=2)=[C:8]([CH:12]=1)[C:9]([OH:11])=O)(=[O:3])[CH3:2].[F:21][C:22]([F:35])([F:34])[C:23]1[CH:24]=[C:25]([CH:27]=[C:28]([C:30]([F:33])([F:32])[F:31])[CH:29]=1)[NH2:26]. No catalyst specified. The product is [C:1]([C:4]1[CH:5]=[CH:6][C:7]([O:13][CH2:14][C:15]2[CH:20]=[CH:19][CH:18]=[CH:17][CH:16]=2)=[C:8]([CH:12]=1)[C:9]([NH:26][C:25]1[CH:27]=[C:28]([C:30]([F:31])([F:32])[F:33])[CH:29]=[C:23]([C:22]([F:21])([F:34])[F:35])[CH:24]=1)=[O:11])(=[O:3])[CH3:2]. The yield is 0.631.